Dataset: Peptide-MHC class II binding affinity with 134,281 pairs from IEDB. Task: Regression. Given a peptide amino acid sequence and an MHC pseudo amino acid sequence, predict their binding affinity value. This is MHC class II binding data. (1) The peptide sequence is AQLGYTIRQLERLLQ. The MHC is HLA-DQA10102-DQB10602 with pseudo-sequence HLA-DQA10102-DQB10602. The binding affinity (normalized) is 0.155. (2) The peptide sequence is EGKQSLTKLAAAWGG. The MHC is DRB1_0405 with pseudo-sequence DRB1_0405. The binding affinity (normalized) is 0.410.